From a dataset of Reaction yield outcomes from USPTO patents with 853,638 reactions. Predict the reaction yield, written as a fraction of the theoretical maximum amount of product (1.0 means a 100% yield; for example, 0.34 means a 34% yield). (1) The reactants are C(OC([N:8]1[CH2:13][CH2:12][N:11]([C:14]2[CH:19]=[CH:18][C:17]([C:20]([F:23])([F:22])[F:21])=[CH:16][C:15]=2[F:24])[CH2:10][CH2:9]1)=O)(C)(C)C.Cl. The catalyst is O1CCOCC1. The product is [F:24][C:15]1[CH:16]=[C:17]([C:20]([F:21])([F:22])[F:23])[CH:18]=[CH:19][C:14]=1[N:11]1[CH2:12][CH2:13][NH:8][CH2:9][CH2:10]1. The yield is 0.950. (2) The reactants are [CH:1]1([N:6]2[C:10]([CH3:11])=[C:9]([C:12]([O:14]CC)=[O:13])[CH:8]=[N:7]2)[CH2:5][CH2:4][CH2:3][CH2:2]1.[Li+].[OH-]. The catalyst is CCO.O. The product is [CH:1]1([N:6]2[C:10]([CH3:11])=[C:9]([C:12]([OH:14])=[O:13])[CH:8]=[N:7]2)[CH2:2][CH2:3][CH2:4][CH2:5]1. The yield is 0.640. (3) The reactants are [O:1]=[C:2]1[O:6][CH:5]([C:7](Cl)=[O:8])[CH2:4][O:3]1.[CH:10]1([NH2:16])[CH2:15][CH2:14][CH2:13][CH2:12][CH2:11]1.C(N(CC)CC)C. The catalyst is C1COCC1. The product is [CH:10]1([NH:16][C:7]([CH:5]2[CH2:4][O:3][C:2](=[O:1])[O:6]2)=[O:8])[CH2:15][CH2:14][CH2:13][CH2:12][CH2:11]1. The yield is 0.940. (4) The reactants are C([O:8][N:9]1[C:15](=[O:16])[N:14]2[CH2:17][C@H:10]1[CH2:11][CH2:12][C@H:13]2[C:18]([NH:20][O:21][CH2:22][CH:23]1[CH2:28][CH2:27][CH2:26][CH2:25][N:24]1[C:29]([O:31][C:32]([CH3:35])([CH3:34])[CH3:33])=[O:30])=[O:19])C1C=CC=CC=1. The catalyst is CO.[Pd]. The product is [OH:8][N:9]1[C:15](=[O:16])[N:14]2[CH2:17][C@H:10]1[CH2:11][CH2:12][C@H:13]2[C:18]([NH:20][O:21][CH2:22][CH:23]1[CH2:28][CH2:27][CH2:26][CH2:25][N:24]1[C:29]([O:31][C:32]([CH3:35])([CH3:34])[CH3:33])=[O:30])=[O:19]. The yield is 1.00. (5) The reactants are [NH2:1][C:2]1[CH:7]=[CH:6][C:5]([C:8]([CH3:12])([CH3:11])[C:9]#[N:10])=[C:4](Br)[CH:3]=1.[Cl:14][C:15]1[CH:20]=[CH:19][C:18](B(O)O)=[CH:17][CH:16]=1.C([O-])([O-])=O.[K+].[K+]. The catalyst is COCCOC. The product is [NH2:1][C:2]1[CH:7]=[CH:6][C:5]([C:8]([CH3:12])([CH3:11])[C:9]#[N:10])=[C:4]([C:18]2[CH:19]=[CH:20][C:15]([Cl:14])=[CH:16][CH:17]=2)[CH:3]=1. The yield is 0.390. (6) The reactants are CN1CCOCC1.CN(C(ON1N=NC2C=CC=NC1=2)=[N+](C)C)C.F[P-](F)(F)(F)(F)F.[NH:32]1[CH2:37][CH2:36][O:35][CH2:34][CH2:33]1.[I:38][C:39]1[N:43]2[CH:44]=[C:45]([C:48]3[CH:56]=[CH:55][C:51]([C:52](O)=[O:53])=[CH:50][CH:49]=3)[N:46]=[CH:47][C:42]2=[N:41][CH:40]=1. The catalyst is CN(C=O)C.O. The product is [I:38][C:39]1[N:43]2[CH:44]=[C:45]([C:48]3[CH:49]=[CH:50][C:51]([C:52]([N:32]4[CH2:37][CH2:36][O:35][CH2:34][CH2:33]4)=[O:53])=[CH:55][CH:56]=3)[N:46]=[CH:47][C:42]2=[N:41][CH:40]=1. The yield is 0.650. (7) The reactants are B.[F:2][C:3]1[CH:4]=[C:5]([CH:10]2[CH2:15][C:14](=[CH2:16])[CH2:13][CH2:12][N:11]2[C:17]([O:19][CH2:20][C:21]2[CH:26]=[CH:25][CH:24]=[CH:23][CH:22]=2)=[O:18])[CH:6]=[CH:7][C:8]=1[F:9].[OH-:27].[Na+].OO. The catalyst is O1CCCC1. The product is [F:2][C:3]1[CH:4]=[C:5]([C@H:10]2[CH2:15][C@@H:14]([CH2:16][OH:27])[CH2:13][CH2:12][N:11]2[C:17]([O:19][CH2:20][C:21]2[CH:22]=[CH:23][CH:24]=[CH:25][CH:26]=2)=[O:18])[CH:6]=[CH:7][C:8]=1[F:9]. The yield is 0.690. (8) The reactants are [CH3:1][C:2]1[CH:7]=[C:6]([CH3:8])[NH:5][C:4](=[O:9])[C:3]=1[CH2:10][NH:11][C:12]([C:14]1[C:15]([CH3:48])=[C:16]([N:33]([CH3:47])[CH:34]2[CH2:39][CH2:38][N:37](C(OC(C)(C)C)=O)[CH2:36][CH2:35]2)[CH:17]=[C:18]([C:20]2[CH:25]=[CH:24][C:23]([CH2:26][N:27]3[CH2:32][CH2:31][O:30][CH2:29][CH2:28]3)=[CH:22][CH:21]=2)[CH:19]=1)=[O:13].C(O)(C(F)(F)F)=O. The catalyst is C(Cl)Cl. The product is [CH3:1][C:2]1[CH:7]=[C:6]([CH3:8])[NH:5][C:4](=[O:9])[C:3]=1[CH2:10][NH:11][C:12]([C:14]1[CH:19]=[C:18]([C:20]2[CH:25]=[CH:24][C:23]([CH2:26][N:27]3[CH2:28][CH2:29][O:30][CH2:31][CH2:32]3)=[CH:22][CH:21]=2)[CH:17]=[C:16]([N:33]([CH3:47])[CH:34]2[CH2:39][CH2:38][NH:37][CH2:36][CH2:35]2)[C:15]=1[CH3:48])=[O:13]. The yield is 0.860. (9) The reactants are Cl[C:2]1[CH:11]=[C:10]2[C:5]([C:6]([N:12]3[CH2:17][CH2:16][N:15]([C:18]([O-:20])=[O:19])[CH2:14][CH2:13]3)=[N:7][CH:8]=[N:9]2)=[CH:4][C:3]=1[C:21]([F:24])([F:23])[F:22].[F:25][C:26]1[CH:31]=[CH:30][CH:29]=[CH:28][C:27]=1B(O)O.C([O-])([O-])=O.[Na+].[Na+]. The catalyst is O1CCOCC1.O.C1C=CC(P(C2C=CC=CC=2)[C-]2C=CC=C2)=CC=1.C1C=CC(P(C2C=CC=CC=2)[C-]2C=CC=C2)=CC=1.Cl[Pd]Cl.[Fe+2]. The product is [F:22][C:21]([F:24])([F:23])[C:3]1[CH:4]=[C:5]2[C:10](=[CH:11][C:2]=1[C:27]1[CH:28]=[CH:29][CH:30]=[CH:31][C:26]=1[F:25])[N:9]=[CH:8][N:7]=[C:6]2[N:12]1[CH2:17][CH2:16][N:15]([C:18]([O:20][C:3]([CH3:21])([CH3:4])[CH3:2])=[O:19])[CH2:14][CH2:13]1. The yield is 0.440. (10) The reactants are [F:1][C:2]([F:34])([F:33])[C:3]1[CH:28]=[C:27]([C:29]([F:32])([F:31])[F:30])[CH:26]=[CH:25][C:4]=1[CH2:5][O:6][C:7]1[CH:12]=[CH:11][C:10](/[CH:13]=[C:14]2/[C:15]([NH:20][CH3:21])=[N:16][C:17](=[O:19])[S:18]/2)=[CH:9][C:8]=1[N+:22]([O-])=O.C(O)(=O)C. The catalyst is O1CCCC1.C(O)C.O. The product is [NH2:22][C:8]1[CH:9]=[C:10](/[CH:13]=[C:14]2/[C:15]([NH:20][CH3:21])=[N:16][C:17](=[O:19])[S:18]/2)[CH:11]=[CH:12][C:7]=1[O:6][CH2:5][C:4]1[CH:25]=[CH:26][C:27]([C:29]([F:30])([F:31])[F:32])=[CH:28][C:3]=1[C:2]([F:1])([F:33])[F:34]. The yield is 0.770.